From a dataset of Reaction yield outcomes from USPTO patents with 853,638 reactions. Predict the reaction yield, written as a fraction of the theoretical maximum amount of product (1.0 means a 100% yield; for example, 0.34 means a 34% yield). (1) The reactants are [OH:1][C@@H:2]1[C@@H:10]([C@@H:11]([OH:16])[C:12]([F:15])([F:14])[F:13])[O:9][C@H:8]2[C@H:4]([N:5]=[C:6]([N:17]([CH3:25])[C:18](=[O:24])[O:19][C:20]([CH3:23])([CH3:22])[CH3:21])[S:7]2)[C@H:3]1[OH:26].C[Si]([N-][Si](C)(C)C)(C)C.[K+].F[C:38]1[CH:43]=[CH:42][C:41]([N+:44]([O-:46])=[O:45])=[CH:40][CH:39]=1. The catalyst is CN(C=O)C. The product is [OH:1][C@@H:2]1[C@@H:10]([C@@H:11]([O:16][C:38]2[CH:43]=[CH:42][C:41]([N+:44]([O-:46])=[O:45])=[CH:40][CH:39]=2)[C:12]([F:14])([F:13])[F:15])[O:9][C@H:8]2[C@H:4]([N:5]=[C:6]([N:17]([CH3:25])[C:18](=[O:24])[O:19][C:20]([CH3:22])([CH3:23])[CH3:21])[S:7]2)[C@H:3]1[OH:26]. The yield is 0.630. (2) The yield is 0.160. The product is [CH2:1]([NH:3][C:4](=[O:26])[NH:5][C:6]1[N:11]=[CH:10][C:9]([C:28]2[CH:33]=[N:32][CH:31]=[C:30]([S:34]([NH2:37])(=[O:36])=[O:35])[CH:29]=2)=[C:8]([C:15]2[S:16][CH:17]=[C:18]([C:20]3[CH:25]=[CH:24][CH:23]=[CH:22][N:21]=3)[N:19]=2)[CH:7]=1)[CH3:2]. The reactants are [CH2:1]([NH:3][C:4](=[O:26])[NH:5][C:6]1[N:11]=[CH:10][C:9](B(O)O)=[C:8]([C:15]2[S:16][CH:17]=[C:18]([C:20]3[CH:25]=[CH:24][CH:23]=[CH:22][N:21]=3)[N:19]=2)[CH:7]=1)[CH3:2].Br[C:28]1[CH:29]=[C:30]([S:34]([NH2:37])(=[O:36])=[O:35])[CH:31]=[N:32][CH:33]=1. The catalyst is C(#N)C. (3) The reactants are [OH-].[Na+].[F:3][C:4]1[CH:5]=[C:6]([CH:28]=[C:29]([S:31]([CH3:34])(=[O:33])=[O:32])[CH:30]=1)[CH2:7][C:8]1[S:9][C:10]2[C:16]([C:17]3[CH:18]=[C:19]([CH:25]=[CH:26][CH:27]=3)[C:20](OCC)=[O:21])=[CH:15][CH:14]=[CH:13][C:11]=2[CH:12]=1.Cl.Cl.[NH2:37][CH2:38][C:39]([NH2:41])=[O:40].CCN=C=NCCCN(C)C.C1C=CC2N(O)N=NC=2C=1.C(N(CC)CC)C. The catalyst is O.CN(C=O)C.C(O)C. The product is [NH2:41][C:39](=[O:40])[CH2:38][NH:37][C:20](=[O:21])[C:19]1[CH:25]=[CH:26][CH:27]=[C:17]([C:16]2[C:10]3[S:9][C:8]([CH2:7][C:6]4[CH:28]=[C:29]([S:31]([CH3:34])(=[O:32])=[O:33])[CH:30]=[C:4]([F:3])[CH:5]=4)=[CH:12][C:11]=3[CH:13]=[CH:14][CH:15]=2)[CH:18]=1. The yield is 0.540. (4) The reactants are CS(C)=O.F[C:6]1[CH:7]=[C:8]([CH:11]=[CH:12][CH:13]=1)[C:9]#[N:10].[NH2:14][CH2:15][CH:16]1[CH2:21][CH2:20][NH:19][CH2:18][CH2:17]1. The catalyst is O. The product is [NH2:14][CH2:15][CH:16]1[CH2:21][CH2:20][N:19]([C:6]2[CH:7]=[C:8]([CH:11]=[CH:12][CH:13]=2)[C:9]#[N:10])[CH2:18][CH2:17]1. The yield is 0.380. (5) The reactants are [P:1]([O:13][CH2:14][CH2:15][NH:16][CH2:17][CH3:18])([O:8][C:9]([CH3:12])([CH3:11])[CH3:10])([O:3][C:4]([CH3:7])([CH3:6])[CH3:5])=[O:2].O=[CH:20][CH2:21][C@@H:22]([NH:31][C:32]1[CH:37]=[CH:36][C:35]([S:38]([NH2:41])(=[O:40])=[O:39])=[CH:34][C:33]=1[S:42]([C:45]([F:48])([F:47])[F:46])(=[O:44])=[O:43])[CH2:23][S:24][C:25]1[CH:30]=[CH:29][CH:28]=[CH:27][CH:26]=1.C(O[BH-](OC(=O)C)OC(=O)C)(=O)C.[Na+].[OH-].[Na+]. The catalyst is ClCCCl.C(Cl)Cl. The product is [P:1]([O:13][CH2:14][CH2:15][N:16]([CH2:17][CH3:18])[CH2:20][CH2:21][C@@H:22]([NH:31][C:32]1[CH:37]=[CH:36][C:35]([S:38](=[O:39])(=[O:40])[NH2:41])=[CH:34][C:33]=1[S:42]([C:45]([F:48])([F:46])[F:47])(=[O:43])=[O:44])[CH2:23][S:24][C:25]1[CH:26]=[CH:27][CH:28]=[CH:29][CH:30]=1)([O:3][C:4]([CH3:5])([CH3:6])[CH3:7])([O:8][C:9]([CH3:10])([CH3:11])[CH3:12])=[O:2]. The yield is 0.500. (6) The reactants are CS[C:3]1[O:4][C:5]2[CH:11]=[CH:10][C:9]([N+:12]([O-:14])=[O:13])=[CH:8][C:6]=2[N:7]=1.[CH3:15][N:16]([CH3:21])[CH2:17][CH2:18][NH:19][CH3:20]. No catalyst specified. The product is [CH3:15][N:16]([CH3:21])[CH2:17][CH2:18][N:19]([CH3:20])[C:3]1[O:4][C:5]2[CH:11]=[CH:10][C:9]([N+:12]([O-:14])=[O:13])=[CH:8][C:6]=2[N:7]=1. The yield is 0.440. (7) The reactants are [OH:1][C:2]1[CH:7]=[C:6]([CH2:8][CH3:9])[O:5][C:4](=[O:10])[CH:3]=1.[C:11](Cl)(=[O:15])[CH2:12][CH2:13][CH3:14]. The catalyst is FC(F)(F)C(O)=O. The product is [C:11]([C:3]1[C:4](=[O:10])[O:5][C:6]([CH2:8][CH3:9])=[CH:7][C:2]=1[OH:1])(=[O:15])[CH2:12][CH2:13][CH3:14]. The yield is 0.650.